Predict the product of the given reaction. From a dataset of Forward reaction prediction with 1.9M reactions from USPTO patents (1976-2016). (1) Given the reactants [C:1]([C:3]1[CH:8]=[CH:7][C:6]([CH:9]2[CH2:14][CH2:13][N:12]([C:15]([C:17]3[CH:18]=[CH:19][C:20]([CH3:50])=[C:21]([N:23]([C:43]([O:45][C:46]([CH3:49])([CH3:48])[CH3:47])=[O:44])[S:24]([CH:27]4[CH2:32][CH2:31][N:30](C(OCC5C=CC=CC=5)=O)[CH2:29][CH2:28]4)(=[O:26])=[O:25])[CH:22]=3)=[O:16])[CH2:11][CH2:10]2)=[CH:5][CH:4]=1)#[N:2].[H][H], predict the reaction product. The product is: [C:1]([C:3]1[CH:8]=[CH:7][C:6]([CH:9]2[CH2:10][CH2:11][N:12]([C:15]([C:17]3[CH:18]=[CH:19][C:20]([CH3:50])=[C:21]([N:23]([S:24]([CH:27]4[CH2:32][CH2:31][NH:30][CH2:29][CH2:28]4)(=[O:25])=[O:26])[C:43](=[O:44])[O:45][C:46]([CH3:49])([CH3:48])[CH3:47])[CH:22]=3)=[O:16])[CH2:13][CH2:14]2)=[CH:5][CH:4]=1)#[N:2]. (2) Given the reactants [CH2:1]([N:3]([CH2:20][CH3:21])[CH2:4][CH2:5][NH:6]C(C1C=CC2C(=CC=C(I)C=2)C=1)=O)[CH3:2].[I:22][C:23]1[CH:32]=[CH:31][CH:30]=[C:29]2[C:24]=1[CH:25]=[C:26]([C:33]([O:35]C)=O)[N:27]=[CH:28]2.[K+].[Br-].Cl.Cl.C(N(CC)CCNC(=O)C1C=CC(I)=NC=1)C, predict the reaction product. The product is: [CH2:1]([N:3]([CH2:20][CH3:21])[CH2:4][CH2:5][NH:6][C:33]([C:26]1[N:27]=[CH:28][C:29]2[C:24]([CH:25]=1)=[C:23]([I:22])[CH:32]=[CH:31][CH:30]=2)=[O:35])[CH3:2]. (3) Given the reactants C(N(CC)CC)C.[CH:8]([C:10]1[C:18]2[C:13](=[CH:14][CH:15]=[CH:16][CH:17]=2)[N:12](C(OC(C)(C)C)=O)[CH:11]=1)=[O:9].[CH:26](=[N:33][C:34]1[CH:35]=[N:36][CH:37]=[C:38]([CH2:40][CH3:41])[CH:39]=1)[C:27]1[CH:32]=[CH:31][CH:30]=[CH:29][CH:28]=1, predict the reaction product. The product is: [CH2:40]([C:38]1[CH:39]=[C:34]([NH:33][CH:26]([C:27]2[CH:32]=[CH:31][CH:30]=[CH:29][CH:28]=2)[C:8]([C:10]2[C:18]3[C:13](=[CH:14][CH:15]=[CH:16][CH:17]=3)[NH:12][CH:11]=2)=[O:9])[CH:35]=[N:36][CH:37]=1)[CH3:41]. (4) Given the reactants CN(C)S([N:6]1[C:10]([CH2:11][NH:12][CH2:13][CH3:14])=[CH:9][N:8]=[CH:7]1)(=O)=O.[Cl:16][C:17]1[CH:22]=[C:21](F)[CH:20]=[CH:19][N:18]=1.Cl.N, predict the reaction product. The product is: [Cl:16][C:17]1[CH:22]=[C:21]([N:12]([CH2:13][CH3:14])[CH2:11][C:10]2[NH:6][CH:7]=[N:8][CH:9]=2)[CH:20]=[CH:19][N:18]=1.